The task is: Regression. Given two drug SMILES strings and cell line genomic features, predict the synergy score measuring deviation from expected non-interaction effect.. This data is from NCI-60 drug combinations with 297,098 pairs across 59 cell lines. Drug 1: CCCCCOC(=O)NC1=NC(=O)N(C=C1F)C2C(C(C(O2)C)O)O. Drug 2: C1CN(CCN1C(=O)CCBr)C(=O)CCBr. Cell line: EKVX. Synergy scores: CSS=-0.567, Synergy_ZIP=-1.15, Synergy_Bliss=-4.23, Synergy_Loewe=-10.4, Synergy_HSA=-6.72.